From a dataset of Full USPTO retrosynthesis dataset with 1.9M reactions from patents (1976-2016). Predict the reactants needed to synthesize the given product. (1) Given the product [CH2:36]([N:23]([CH2:21][CH3:22])[C:24]1[C:25]([F:11])=[C:26]2[C:31](=[CH:32][CH:33]=1)[CH:30]=[C:29]([CH:34]=[O:35])[CH:28]=[CH:27]2)[CH3:37], predict the reactants needed to synthesize it. The reactants are: C1C=CC(S(N(S(C2C=CC=CC=2)(=O)=O)[F:11])(=O)=O)=CC=1.[CH2:21]([N:23]([CH2:36][CH3:37])[C:24]1[CH:25]=[C:26]2[C:31](=[CH:32][CH:33]=1)[CH:30]=[C:29]([CH:34]=[O:35])[CH:28]=[CH:27]2)[CH3:22].C([O-])([O-])=O.[K+].[K+]. (2) Given the product [CH3:16][C:17]1[N:8]([C:9]2[CH:14]=[CH:13][C:12]([CH3:15])=[CH:11][CH:10]=2)[C:3]([CH2:4][N+:5]([O-:7])=[O:6])=[N:1][N:2]=1, predict the reactants needed to synthesize it. The reactants are: [NH:1]([C:3]([NH:8][C:9]1[CH:14]=[CH:13][C:12]([CH3:15])=[CH:11][CH:10]=1)=[CH:4][N+:5]([O-:7])=[O:6])[NH2:2].[C:16](OCC)(OCC)(OCC)[CH3:17]. (3) Given the product [CH3:1][C:2]([CH3:12])([CH2:6][C:7]1[S:8][CH:9]=[CH:10][CH:11]=1)[C:3]([NH:19][CH3:17])=[O:4], predict the reactants needed to synthesize it. The reactants are: [CH3:1][C:2]([CH3:12])([CH2:6][C:7]1[S:8][CH:9]=[CH:10][CH:11]=1)[C:3](O)=[O:4].C1C=CC2N(O)N=[N:19][C:17]=2C=1.C(Cl)CCl.C(N(CC)CC)C.CN. (4) Given the product [CH3:32][C:31]1[N:30]=[C:39]([C:12]2[CH:13]=[CH:14][C:15]([O:16][CH2:17][C:18]3[CH:27]=[CH:26][C:25]4[C:20](=[CH:21][CH:22]=[CH:23][CH:24]=4)[N:19]=3)=[CH:28][CH:29]=2)[N:57]([C:54]2[CH:55]=[CH:56][N:51]=[CH:52][CH:53]=2)[N:58]=1, predict the reactants needed to synthesize it. The reactants are: N1C=CC(C2N([C:12]3[CH:29]=[CH:28][C:15]([O:16][CH2:17][C:18]4[CH:27]=[CH:26][C:25]5[C:20](=[CH:21][CH:22]=[CH:23][CH:24]=5)[N:19]=4)=[CH:14][CH:13]=3)N=CN=2)=CC=1.[N:30]1[C:39]2C(=CC=CC=2)C=[CH:32][C:31]=1COC1C=CC(C(N)=O)=CC=1.[N:51]1[CH:56]=[CH:55][C:54]([NH:57][NH2:58])=[CH:53][CH:52]=1.COC(OC)(N(C)C)C. (5) Given the product [Cl:1][C:2]1[C:3]([OH:17])=[C:4]([C:13]([OH:15])=[O:14])[C:5]2[O:9][C:8]([CH2:10][CH3:11])=[CH:7][C:6]=2[CH:12]=1, predict the reactants needed to synthesize it. The reactants are: [Cl:1][C:2]1[C:3]([O:17]C)=[C:4]([C:13]([O:15]C)=[O:14])[C:5]2[O:9][C:8]([CH2:10][CH3:11])=[CH:7][C:6]=2[CH:12]=1.B(Br)(Br)Br. (6) Given the product [CH3:39][N:40]([CH3:47])[CH2:41]/[CH:42]=[CH:43]/[C:32]([N:30]1[CH2:29][CH:28]([N:10]2[C:4]3[C:5](=[N:6][CH:7]=[C:2]([C:15]4[CH:16]=[CH:17][C:12]([O:11][C:18]5[CH:23]=[CH:22][CH:21]=[CH:20][CH:19]=5)=[CH:13][CH:14]=4)[CH:3]=3)[CH:8]=[CH:9]2)[CH2:31]1)=[O:34], predict the reactants needed to synthesize it. The reactants are: Cl[C:2]1[CH:3]=[C:4]2[NH:10][CH:9]=[CH:8][C:5]2=[N:6][CH:7]=1.[O:11]([C:18]1[CH:23]=[CH:22][C:21](B(O)O)=[CH:20][CH:19]=1)[C:12]1[CH:17]=[CH:16][CH:15]=[CH:14][CH:13]=1.I[CH:28]1[CH2:31][N:30]([C:32]([O:34]C(C)(C)C)=O)[CH2:29]1.[CH3:39][N:40]([CH3:47])[CH2:41]/[CH:42]=[CH:43]/C(O)=O. (7) Given the product [Br:1][C:2]1[CH:3]=[N:4][N:5]([CH2:7][CH2:8][N:16]2[CH2:21][CH2:20][CH2:19][CH2:18][CH2:17]2)[CH:6]=1, predict the reactants needed to synthesize it. The reactants are: [Br:1][C:2]1[CH:3]=[N:4][N:5]([CH2:7][CH2:8]Cl)[CH:6]=1.C(=O)([O-])[O-].[K+].[K+].[NH:16]1[CH2:21][CH2:20][CH2:19][CH2:18][CH2:17]1. (8) Given the product [Br:15][CH:9]([C:4]1[CH:3]=[C:2]([Cl:1])[CH:7]=[C:6]([Cl:8])[CH:5]=1)[C:10]([F:13])([F:12])[F:11], predict the reactants needed to synthesize it. The reactants are: [Cl:1][C:2]1[CH:3]=[C:4]([CH:9](O)[C:10]([F:13])([F:12])[F:11])[CH:5]=[C:6]([Cl:8])[CH:7]=1.[Br:15]N1C(=O)CCC1=O.P(OC1C=CC=CC=1)(OC1C=CC=CC=1)OC1C=CC=CC=1. (9) The reactants are: [Na].[CH:2]([OH:5])(O)[CH3:3].Cl[C:7]1[N:11]([CH3:12])[C:10]2[CH:13]=[CH:14][CH:15]=[CH:16][C:9]=2[N:8]=1.[OH2:17]. Given the product [CH3:12][N:11]1[C:10]2[CH:13]=[CH:14][CH:15]=[CH:16][C:9]=2[N:8]=[C:7]1[O:17][CH2:3][CH2:2][OH:5], predict the reactants needed to synthesize it.